This data is from Catalyst prediction with 721,799 reactions and 888 catalyst types from USPTO. The task is: Predict which catalyst facilitates the given reaction. (1) Reactant: C[O:2][C:3](=[O:36])[CH2:4][N:5]1[CH2:10][CH2:9][N:8]([CH:11]([C:29]2[CH:34]=[CH:33][CH:32]=[CH:31][C:30]=2[NH2:35])[CH2:12][O:13][CH2:14][C:15]2[CH:20]=[C:19]([C:21]([F:24])([F:23])[F:22])[CH:18]=[C:17]([C:25]([F:28])([F:27])[F:26])[CH:16]=2)[CH2:7][CH2:6]1.[OH-].[K+]. Product: [NH2:35][C:30]1[CH:31]=[CH:32][CH:33]=[CH:34][C:29]=1[CH:11]([N:8]1[CH2:7][CH2:6][N:5]([CH2:4][C:3]([OH:36])=[O:2])[CH2:10][CH2:9]1)[CH2:12][O:13][CH2:14][C:15]1[CH:20]=[C:19]([C:21]([F:22])([F:23])[F:24])[CH:18]=[C:17]([C:25]([F:26])([F:27])[F:28])[CH:16]=1. The catalyst class is: 5. (2) Reactant: [C:1]1([OH:11])[C:10]2[C:5](=[CH:6][CH:7]=[CH:8][CH:9]=2)[CH:4]=[CH:3][CH:2]=1.O.[C:13]1(C)[CH:18]=[CH:17][C:16](S(O)(=O)=O)=[CH:15][CH:14]=1.C1CCC=CC=1. Product: [CH:9]1[C:10]2[C:1]3[O:11][C:14]4[CH2:15][CH2:16][CH2:17][CH2:18][C:13]=4[C:2]=3[CH:3]=[CH:4][C:5]=2[CH:6]=[CH:7][CH:8]=1. The catalyst class is: 11. (3) Reactant: C(OC(N1CCC([C:14]2[C:22]3[C:17](=[N:18][CH:19]=[CH:20][CH:21]=3)[NH:16][CH:15]=2)CC1)=O)(C)(C)C.Br[CH2:24][C:25]1[S:26][CH:27]=[CH:28][CH:29]=1. The catalyst class is: 27. Product: [N:18]1([C:14]2[C:22]3[C:17](=[N:18][CH:19]=[CH:20][CH:21]=3)[N:16]([CH2:24][C:25]3[S:26][CH:27]=[CH:28][CH:29]=3)[CH:15]=2)[CH2:19][CH2:20][CH2:21][CH2:22][CH2:17]1.